Regression. Given two drug SMILES strings and cell line genomic features, predict the synergy score measuring deviation from expected non-interaction effect. From a dataset of NCI-60 drug combinations with 297,098 pairs across 59 cell lines. Drug 1: C1=NNC2=C1C(=O)NC=N2. Drug 2: CC1CCCC2(C(O2)CC(NC(=O)CC(C(C(=O)C(C1O)C)(C)C)O)C(=CC3=CSC(=N3)C)C)C. Cell line: HCC-2998. Synergy scores: CSS=41.8, Synergy_ZIP=2.77, Synergy_Bliss=1.88, Synergy_Loewe=-26.3, Synergy_HSA=1.41.